Regression. Given a peptide amino acid sequence and an MHC pseudo amino acid sequence, predict their binding affinity value. This is MHC class II binding data. From a dataset of Peptide-MHC class II binding affinity with 134,281 pairs from IEDB. The peptide sequence is APYMVGDVITSGDIT. The MHC is DRB1_0401 with pseudo-sequence DRB1_0401. The binding affinity (normalized) is 0.321.